Dataset: Full USPTO retrosynthesis dataset with 1.9M reactions from patents (1976-2016). Task: Predict the reactants needed to synthesize the given product. (1) Given the product [CH2:11]([O:13]/[N:14]=[C:15](/[C:44]1[N:48]=[C:47]([NH:49][C:1](=[O:3])[CH3:2])[S:46][N:45]=1)\[C:16]([NH:18][C@@H:19]1[C:26](=[O:27])[N:25]2[C@@H:20]1[S:21][CH2:22][C:23]([S:31][C:32]1[S:33][CH:34]=[C:35]([C:37]3[CH:38]=[CH:39][N+:40]([CH3:43])=[CH:41][CH:42]=3)[N:36]=1)=[C:24]2[C:28]([O-:30])=[O:29])=[O:17])[CH3:12], predict the reactants needed to synthesize it. The reactants are: [C:1](Cl)(=[O:3])[CH3:2].N1C=CC=CC=1.[CH2:11]([O:13]/[N:14]=[C:15](/[C:44]1[N:48]=[C:47]([NH2:49])[S:46][N:45]=1)\[C:16]([NH:18][C@@H:19]1[C:26](=[O:27])[N:25]2[C@@H:20]1[S:21][CH2:22][C:23]([S:31][C:32]1[S:33][CH:34]=[C:35]([C:37]3[CH:42]=[CH:41][N+:40]([CH3:43])=[CH:39][CH:38]=3)[N:36]=1)=[C:24]2[C:28]([O-:30])=[O:29])=[O:17])[CH3:12].CC(C)=O. (2) Given the product [CH2:17]([O:16][C:14](=[O:15])[C:13](=[O:19])[CH2:11][C:10](=[O:12])[CH2:9][O:2][C:3]1[CH:8]=[CH:7][CH:6]=[CH:5][CH:4]=1)[CH3:18], predict the reactants needed to synthesize it. The reactants are: [Na].[O:2]([CH2:9][C:10](=[O:12])[CH3:11])[C:3]1[CH:8]=[CH:7][CH:6]=[CH:5][CH:4]=1.[C:13](OCC)(=[O:19])[C:14]([O:16][CH2:17][CH3:18])=[O:15]. (3) Given the product [N:30]1[CH:35]=[CH:34][C:33]([C:2]2[CH:7]=[CH:6][C:5]([NH:8][S:9]([C:12]3[S:16][C:15]4[CH:17]=[CH:18][C:19]([F:21])=[CH:20][C:14]=4[C:13]=3[CH2:22][CH:23]([CH3:25])[CH3:24])(=[O:10])=[O:11])=[C:4]([C:26]([F:29])([F:27])[F:28])[CH:3]=2)=[CH:32][CH:31]=1, predict the reactants needed to synthesize it. The reactants are: Br[C:2]1[CH:7]=[CH:6][C:5]([NH:8][S:9]([C:12]2[S:16][C:15]3[CH:17]=[CH:18][C:19]([F:21])=[CH:20][C:14]=3[C:13]=2[CH2:22][CH:23]([CH3:25])[CH3:24])(=[O:11])=[O:10])=[C:4]([C:26]([F:29])([F:28])[F:27])[CH:3]=1.[N:30]1[CH:35]=[CH:34][C:33](B(O)O)=[CH:32][CH:31]=1. (4) Given the product [C:49]([O:53][C:47](=[O:32])[NH:44][C:19]1[C:15]([C:12]2[CH:11]=[CH:10][C:9]([O:8][CH2:7][C:6]3[CH:5]=[CH:4][C:3]([O:2][CH3:1])=[CH:24][CH:23]=3)=[CH:14][CH:13]=2)=[N:16][O:17][CH:18]=1)([CH3:52])([CH3:51])[CH3:50], predict the reactants needed to synthesize it. The reactants are: [CH3:1][O:2][C:3]1[CH:24]=[CH:23][C:6]([CH2:7][O:8][C:9]2[CH:14]=[CH:13][C:12]([C:15]3[C:19](C(O)=O)=[CH:18][O:17][N:16]=3)=[CH:11][CH:10]=2)=[CH:5][CH:4]=1.C1(P(N=[N+]=[N-])(C2C=CC=CC=2)=[O:32])C=CC=CC=1.C([N:44]([CH2:47]C)CC)C.[C:49]([OH:53])([CH3:52])([CH3:51])[CH3:50]. (5) Given the product [CH3:17][C@@H:18]1[CH2:22][CH2:23][CH2:24][N:19]1[CH2:20][CH2:26][C:30]1[CH:1]=[C:4]2[C:9](=[CH:28][CH:29]=1)[N:31]=[C:1]([C:4]1[CH:9]=[CH:8][C:7]([N:10]3[CH:15]=[CH:14][C:13](=[O:16])[CH:12]=[CH:11]3)=[CH:6][CH:5]=1)[CH:2]=[CH:5]2, predict the reactants needed to synthesize it. The reactants are: [C:1]([C:4]1[CH:9]=[CH:8][C:7]([N:10]2[CH:15]=[CH:14][C:13](=[O:16])[CH:12]=[CH:11]2)=[CH:6][CH:5]=1)(=O)[CH3:2].[CH3:17][C:18]1[N:19]=[C:20]([C:26]2S[CH:28]=[CH:29][CH:30]=2)S[C:22]=1[C:23](=O)[CH3:24].[NH3:31]. (6) Given the product [Cl-:19].[F:13][C:14]1[CH:21]=[CH:20][C:17]([CH2:18][N+:7]2[CH:8]=[CH:9][CH:10]=[C:5]([C:4](=[O:11])[NH2:12])[CH:6]=2)=[CH:16][CH:15]=1, predict the reactants needed to synthesize it. The reactants are: C(O)C.[C:4]([NH2:12])(=[O:11])[C:5]1[CH:10]=[CH:9][CH:8]=[N:7][CH:6]=1.[F:13][C:14]1[CH:21]=[CH:20][C:17]([CH2:18][Cl:19])=[CH:16][CH:15]=1. (7) Given the product [Br:1][C:2]1[CH:3]=[CH:4][C:5]([CH:8]=[CH:11][C:12]([OH:14])=[O:13])=[N:6][CH:7]=1, predict the reactants needed to synthesize it. The reactants are: [Br:1][C:2]1[CH:3]=[CH:4][C:5]([CH:8]=O)=[N:6][CH:7]=1.C(O)(=O)[CH2:11][C:12]([OH:14])=[O:13].N1CCCCC1. (8) Given the product [Br:16][CH2:8][C:5]1[CH:4]=[N:3][C:2]([Cl:1])=[N:7][CH:6]=1, predict the reactants needed to synthesize it. The reactants are: [Cl:1][C:2]1[N:7]=[CH:6][C:5]([CH3:8])=[CH:4][N:3]=1.C1C(=O)N([Br:16])C(=O)C1.C(OOC(=O)C1C=CC=CC=1)(=O)C1C=CC=CC=1. (9) Given the product [CH2:6]([N:13]1[CH2:19][CH2:18][CH2:17][O:16][CH:15]([CH2:21][OH:22])[C:14]1=[O:20])[C:7]1[CH:8]=[CH:9][CH:10]=[CH:11][CH:12]=1, predict the reactants needed to synthesize it. The reactants are: [Li]CCCC.[CH2:6]([N:13]1[CH2:19][CH2:18][CH2:17][O:16][CH2:15][C:14]1=[O:20])[C:7]1[CH:12]=[CH:11][CH:10]=[CH:9][CH:8]=1.[CH2:21]=[O:22].